Dataset: Forward reaction prediction with 1.9M reactions from USPTO patents (1976-2016). Task: Predict the product of the given reaction. (1) Given the reactants [C:1]([O:5][CH2:6][CH3:7])(=[O:4])[CH2:2][SH:3].F[C:9]1[C:10]([N+:15]([O-:17])=[O:16])=[N:11][CH:12]=[CH:13][CH:14]=1.[H-].[Na+], predict the reaction product. The product is: [CH2:6]([O:5][C:1](=[O:4])[CH2:2][S:3][C:9]1[C:10]([N+:15]([O-:17])=[O:16])=[N:11][CH:12]=[CH:13][CH:14]=1)[CH3:7]. (2) Given the reactants C(O[C:9]1[CH:14]=[CH:13][C:12]([C:15]2[C:19]([C:20]3[CH:25]=[CH:24][N:23]=[CH:22][CH:21]=3)=[CH:18][N:17]([CH3:26])[N:16]=2)=[CH:11][CH:10]=1)C1C=CC=CC=1.N1C=CC(CC(C2C=CC([CH2:42][O:43][Si:44]([CH:51]([CH3:53])[CH3:52])([CH:48]([CH3:50])[CH3:49])[CH:45]([CH3:47])[CH3:46])=CC=2)=O)=CC=1, predict the reaction product. The product is: [CH3:26][N:17]1[CH:18]=[C:19]([C:20]2[CH:21]=[CH:22][N:23]=[CH:24][CH:25]=2)[C:15]([C:12]2[CH:11]=[CH:10][C:9]([CH2:42][O:43][Si:44]([CH:45]([CH3:47])[CH3:46])([CH:51]([CH3:53])[CH3:52])[CH:48]([CH3:50])[CH3:49])=[CH:14][CH:13]=2)=[N:16]1. (3) Given the reactants Cl.[CH3:2][S:3][C:4]1[C:12]2[C:7](=[CH:8][C:9]([N:13]3[CH2:18][CH2:17][NH:16][CH2:15][CH2:14]3)=[CH:10][CH:11]=2)[N:6]([C:19]2[CH:24]=[CH:23][CH:22]=[CH:21][CH:20]=2)[N:5]=1.C(N(CC)CC)C.[C:32](O)(=[O:39])[C:33]1[CH:38]=[CH:37][N:36]=[CH:35][CH:34]=1.CN(C(ON1N=NC2C=CC=NC1=2)=[N+](C)C)C.F[P-](F)(F)(F)(F)F, predict the reaction product. The product is: [CH3:2][S:3][C:4]1[C:12]2[C:7](=[CH:8][C:9]([N:13]3[CH2:14][CH2:15][N:16]([C:32]([C:33]4[CH:38]=[CH:37][N:36]=[CH:35][CH:34]=4)=[O:39])[CH2:17][CH2:18]3)=[CH:10][CH:11]=2)[N:6]([C:19]2[CH:20]=[CH:21][CH:22]=[CH:23][CH:24]=2)[N:5]=1.